From a dataset of Acute oral toxicity (LD50) regression data from Zhu et al.. Regression/Classification. Given a drug SMILES string, predict its toxicity properties. Task type varies by dataset: regression for continuous values (e.g., LD50, hERG inhibition percentage) or binary classification for toxic/non-toxic outcomes (e.g., AMES mutagenicity, cardiotoxicity, hepatotoxicity). Dataset: ld50_zhu. (1) The compound is OCCN(CCO)c1nc(N2CCCCC2)c2nc(N(CCO)CCO)ncc2n1. The rat oral LD50 is 2.15, given as -log10 of the dose in mol/kg body weight (higher means more acutely toxic). (2) The molecule is S=c1[nH]c2cc(Cl)ccc2o1. The rat oral LD50 is 2.27, given as -log10 of the dose in mol/kg body weight (higher means more acutely toxic). (3) The drug is CN(C)CCN(C)C. The rat oral LD50 is 1.87, given as -log10 of the dose in mol/kg body weight (higher means more acutely toxic). (4) The molecule is CCOC(=O)CCCCCCCCC(=O)OCC. The rat oral LD50 is 1.25, given as -log10 of the dose in mol/kg body weight (higher means more acutely toxic). (5) The drug is CCCCCCCCCCCCCC(=O)NP(=O)(OC)SC. The rat oral LD50 is 3.55, given as -log10 of the dose in mol/kg body weight (higher means more acutely toxic).